Dataset: Reaction yield outcomes from USPTO patents with 853,638 reactions. Task: Predict the reaction yield, written as a fraction of the theoretical maximum amount of product (1.0 means a 100% yield; for example, 0.34 means a 34% yield). (1) The reactants are C([O:8][C:9]1[CH:14]=[CH:13][C:12]([CH2:15][CH2:16][C:17]([CH:19]2[CH2:23][CH2:22][CH2:21][CH2:20]2)=[O:18])=[CH:11][C:10]=1[Cl:24])C1C=CC=CC=1. The catalyst is C(OCC)(=O)C.[Pd]. The product is [Cl:24][C:10]1[CH:11]=[C:12]([CH2:15][CH2:16][C:17]([CH:19]2[CH2:23][CH2:22][CH2:21][CH2:20]2)=[O:18])[CH:13]=[CH:14][C:9]=1[OH:8]. The yield is 0.620. (2) The reactants are [S:1]1[CH:5]=[CH:4][C:3]([CH2:6][CH2:7][CH:8](C(O)=O)[C:9]([OH:11])=[O:10])=[CH:2]1.[OH-].[NH4+]. The catalyst is COCCOCCOC. The product is [S:1]1[CH:5]=[CH:4][C:3]([CH2:6][CH2:7][CH2:8][C:9]([OH:11])=[O:10])=[CH:2]1. The yield is 0.950.